Dataset: Reaction yield outcomes from USPTO patents with 853,638 reactions. Task: Predict the reaction yield, written as a fraction of the theoretical maximum amount of product (1.0 means a 100% yield; for example, 0.34 means a 34% yield). The reactants are [Cl-].O[NH3+:3].[C:4](=[O:7])([O-])[OH:5].[Na+].CS(C)=O.[CH:13]([O:16][C:17]1[CH:22]=[CH:21][C:20]([C:23]2[C:28](=[O:29])[N:27]([CH2:30][C:31]3[CH:36]=[CH:35][C:34]([C:37]4[C:38]([C:43]#[N:44])=[CH:39][CH:40]=[CH:41][CH:42]=4)=[CH:33][CH:32]=3)[C:26]([CH2:45][CH2:46][CH3:47])=[N:25][C:24]=2[CH3:48])=[CH:19][CH:18]=1)([CH3:15])[CH3:14]. The catalyst is O. The product is [CH:13]([O:16][C:17]1[CH:18]=[CH:19][C:20]([C:23]2[C:28](=[O:29])[N:27]([CH2:30][C:31]3[CH:36]=[CH:35][C:34]([C:37]4[CH:42]=[CH:41][CH:40]=[CH:39][C:38]=4[C:43]4[NH:3][C:4](=[O:7])[O:5][N:44]=4)=[CH:33][CH:32]=3)[C:26]([CH2:45][CH2:46][CH3:47])=[N:25][C:24]=2[CH3:48])=[CH:21][CH:22]=1)([CH3:15])[CH3:14]. The yield is 0.660.